From a dataset of Full USPTO retrosynthesis dataset with 1.9M reactions from patents (1976-2016). Predict the reactants needed to synthesize the given product. (1) Given the product [CH3:18][C:17]1[O:11][C:5]2[CH:6]=[C:7]([OH:10])[CH:8]=[CH:9][C:4]=2[N:19]=1, predict the reactants needed to synthesize it. The reactants are: ON=C[C:4]1[CH:9]=[CH:8][C:7]([OH:10])=[CH:6][C:5]=1[OH:11].P(Cl)(Cl)(Cl)=O.[C:17](#[N:19])[CH3:18]. (2) Given the product [Br:26][C:24]1[CH:23]=[CH:22][C:18]([CH2:19][OH:20])=[C:17]([N:14]2[CH2:15][CH2:16][N:11]([C:9]([O:8][CH2:1][C:2]3[CH:3]=[CH:4][CH:5]=[CH:6][CH:7]=3)=[O:10])[CH2:12][CH2:13]2)[CH:25]=1, predict the reactants needed to synthesize it. The reactants are: [CH2:1]([O:8][C:9]([N:11]1[CH2:16][CH2:15][N:14]([C:17]2[CH:25]=[C:24]([Br:26])[CH:23]=[CH:22][C:18]=2[C:19](O)=[O:20])[CH2:13][CH2:12]1)=[O:10])[C:2]1[CH:7]=[CH:6][CH:5]=[CH:4][CH:3]=1.B.C1COCC1. (3) Given the product [C:1]([O:5][CH:6]([C:11]1[CH:16]=[C:15]([N+:17]([O-:19])=[O:18])[CH:14]=[CH:13][C:12]=1[C:35]1[CH:44]=[CH:43][C:42]2[O:41][CH2:40][CH2:39][CH2:38][C:37]=2[CH:36]=1)[C:7]([O:9][CH3:10])=[O:8])([CH3:4])([CH3:3])[CH3:2], predict the reactants needed to synthesize it. The reactants are: [C:1]([O:5][CH:6]([C:11]1[CH:16]=[C:15]([N+:17]([O-:19])=[O:18])[CH:14]=[CH:13][C:12]=1Cl)[C:7]([O:9][CH3:10])=[O:8])([CH3:4])([CH3:3])[CH3:2].C(=O)([O-])[O-].[Na+].[Na+].CC1(C)C(C)(C)OB([C:35]2[CH:36]=[C:37]3[C:42](=[CH:43][CH:44]=2)[O:41][CH2:40][CH2:39][CH2:38]3)O1. (4) Given the product [CH2:17]([O:16][CH2:15][CH2:14][CH:3]([C:4]([O:6][CH2:7][CH3:8])=[O:5])[C:2]([O:10][CH2:11][CH3:12])=[O:9])[C:18]1[CH:23]=[CH:22][CH:21]=[CH:20][CH:19]=1, predict the reactants needed to synthesize it. The reactants are: [Na].[C:2]([O:10][CH2:11][CH3:12])(=[O:9])[CH2:3][C:4]([O:6][CH2:7][CH3:8])=[O:5].Br[CH2:14][CH2:15][O:16][CH2:17][C:18]1[CH:23]=[CH:22][CH:21]=[CH:20][CH:19]=1. (5) Given the product [CH:24]([C:21]1[CH:22]=[CH:23][C:18]([N:17]2[C:16](=[O:28])[C:15]3[C:10](=[CH:11][CH:12]=[CH:13][CH:14]=3)[N:9]=[C:8]2[C:5]2[CH:6]=[N:7][C:2]([N:37]([CH2:38][CH3:39])[CH2:35][CH3:36])=[CH:3][CH:4]=2)=[CH:19][CH:20]=1)([CH2:26][CH3:27])[CH3:25], predict the reactants needed to synthesize it. The reactants are: Br[C:2]1[N:7]=[CH:6][C:5]([C:8]2[N:17]([C:18]3[CH:23]=[CH:22][C:21]([CH:24]([CH2:26][CH3:27])[CH3:25])=[CH:20][CH:19]=3)[C:16](=[O:28])[C:15]3[C:10](=[CH:11][CH:12]=[CH:13][CH:14]=3)[N:9]=2)=[CH:4][CH:3]=1.CC([O-])(C)C.[Na+].[CH2:35]([NH:37][CH2:38][CH3:39])[CH3:36].